This data is from NCI-60 drug combinations with 297,098 pairs across 59 cell lines. The task is: Regression. Given two drug SMILES strings and cell line genomic features, predict the synergy score measuring deviation from expected non-interaction effect. (1) Drug 1: C1=C(C(=O)NC(=O)N1)N(CCCl)CCCl. Drug 2: CCN(CC)CCCC(C)NC1=C2C=C(C=CC2=NC3=C1C=CC(=C3)Cl)OC. Cell line: OVCAR3. Synergy scores: CSS=17.5, Synergy_ZIP=-8.49, Synergy_Bliss=-5.85, Synergy_Loewe=-35.5, Synergy_HSA=-5.42. (2) Drug 1: COC1=C(C=C2C(=C1)N=CN=C2NC3=CC(=C(C=C3)F)Cl)OCCCN4CCOCC4. Drug 2: CC1C(C(CC(O1)OC2CC(OC(C2O)C)OC3=CC4=CC5=C(C(=O)C(C(C5)C(C(=O)C(C(C)O)O)OC)OC6CC(C(C(O6)C)O)OC7CC(C(C(O7)C)O)OC8CC(C(C(O8)C)O)(C)O)C(=C4C(=C3C)O)O)O)O. Cell line: CCRF-CEM. Synergy scores: CSS=24.8, Synergy_ZIP=9.30, Synergy_Bliss=11.8, Synergy_Loewe=11.4, Synergy_HSA=11.4. (3) Drug 2: CC1C(C(CC(O1)OC2CC(CC3=C2C(=C4C(=C3O)C(=O)C5=C(C4=O)C(=CC=C5)OC)O)(C(=O)CO)O)N)O.Cl. Cell line: NCI-H322M. Drug 1: C1=CC(=CC=C1CCC2=CNC3=C2C(=O)NC(=N3)N)C(=O)NC(CCC(=O)O)C(=O)O. Synergy scores: CSS=35.4, Synergy_ZIP=-3.67, Synergy_Bliss=-2.76, Synergy_Loewe=-4.83, Synergy_HSA=1.54. (4) Drug 2: C(CN)CNCCSP(=O)(O)O. Cell line: NCIH23. Synergy scores: CSS=1.51, Synergy_ZIP=4.75, Synergy_Bliss=11.0, Synergy_Loewe=2.12, Synergy_HSA=0.688. Drug 1: C1CNP(=O)(OC1)N(CCCl)CCCl. (5) Drug 1: C1=C(C(=O)NC(=O)N1)N(CCCl)CCCl. Drug 2: CC1=C(C(=O)C2=C(C1=O)N3CC4C(C3(C2COC(=O)N)OC)N4)N. Cell line: HCT116. Synergy scores: CSS=52.0, Synergy_ZIP=-0.850, Synergy_Bliss=0.635, Synergy_Loewe=-1.81, Synergy_HSA=5.66. (6) Drug 1: CCCCC(=O)OCC(=O)C1(CC(C2=C(C1)C(=C3C(=C2O)C(=O)C4=C(C3=O)C=CC=C4OC)O)OC5CC(C(C(O5)C)O)NC(=O)C(F)(F)F)O. Drug 2: CN1C2=C(C=C(C=C2)N(CCCl)CCCl)N=C1CCCC(=O)O.Cl. Cell line: A498. Synergy scores: CSS=2.79, Synergy_ZIP=7.90, Synergy_Bliss=6.48, Synergy_Loewe=4.10, Synergy_HSA=4.33. (7) Drug 1: CC1C(C(CC(O1)OC2CC(CC3=C2C(=C4C(=C3O)C(=O)C5=C(C4=O)C(=CC=C5)OC)O)(C(=O)CO)O)N)O.Cl. Drug 2: CC1C(C(CC(O1)OC2CC(CC3=C2C(=C4C(=C3O)C(=O)C5=C(C4=O)C(=CC=C5)OC)O)(C(=O)CO)O)N)O.Cl. Cell line: DU-145. Synergy scores: CSS=51.0, Synergy_ZIP=-6.33, Synergy_Bliss=-3.87, Synergy_Loewe=-0.433, Synergy_HSA=0.912. (8) Drug 1: CNC(=O)C1=NC=CC(=C1)OC2=CC=C(C=C2)NC(=O)NC3=CC(=C(C=C3)Cl)C(F)(F)F. Drug 2: C1CNP(=O)(OC1)N(CCCl)CCCl. Cell line: UACC-257. Synergy scores: CSS=0.739, Synergy_ZIP=0.440, Synergy_Bliss=3.25, Synergy_Loewe=0.963, Synergy_HSA=1.75.